Dataset: Catalyst prediction with 721,799 reactions and 888 catalyst types from USPTO. Task: Predict which catalyst facilitates the given reaction. (1) Reactant: [CH3:1][CH:2]([CH3:39])[CH2:3][C@H:4]([NH:17][C:18](=[O:38])[C@@H:19]([NH:28][C:29](=[O:37])[CH2:30][N:31]1[CH2:36][CH2:35][O:34][CH2:33][CH2:32]1)[CH2:20][CH2:21][C:22]1[CH:27]=[CH:26][CH:25]=[CH:24][CH:23]=1)[C:5]([O:7][CH2:8][C:9]1[CH:14]=[CH:13][C:12]([O:15][CH3:16])=[CH:11][CH:10]=1)=[O:6].C[Si]([N-][Si](C)(C)C)(C)C.[K+].[CH3:50][C:51]([O:58][CH2:59][C:60]#[CH:61])([CH3:57])[C:52]([O:54][CH2:55]I)=[O:53]. Product: [CH3:1][CH:2]([CH3:39])[CH2:3][C@H:4]([N:17]([CH2:55][O:54][C:52](=[O:53])[C:51]([CH3:50])([O:58][CH2:59][C:60]#[CH:61])[CH3:57])[C:18](=[O:38])[C@@H:19]([NH:28][C:29](=[O:37])[CH2:30][N:31]1[CH2:32][CH2:33][O:34][CH2:35][CH2:36]1)[CH2:20][CH2:21][C:22]1[CH:27]=[CH:26][CH:25]=[CH:24][CH:23]=1)[C:5]([O:7][CH2:8][C:9]1[CH:14]=[CH:13][C:12]([O:15][CH3:16])=[CH:11][CH:10]=1)=[O:6]. The catalyst class is: 1. (2) Reactant: Cl[C:2]1[C:7]([CH:8]=[CH:9][C:10]([NH:12][CH2:13][C:14]2[CH:19]=[CH:18][C:17]([NH:20][S:21]([CH3:24])(=[O:23])=[O:22])=[C:16]([F:25])[CH:15]=2)=[O:11])=[CH:6][CH:5]=[C:4]([C:26]([F:29])([F:28])[F:27])[N:3]=1.[CH3:30][O:31][CH2:32][CH2:33][NH2:34].C([O-])([O-])=O.[K+].[K+]. Product: [F:25][C:16]1[CH:15]=[C:14]([CH:19]=[CH:18][C:17]=1[NH:20][S:21]([CH3:24])(=[O:23])=[O:22])[CH2:13][NH:12][C:10](=[O:11])[CH:9]=[CH:8][C:7]1[C:2]([NH:34][CH2:33][CH2:32][O:31][CH3:30])=[N:3][C:4]([C:26]([F:29])([F:28])[F:27])=[CH:5][CH:6]=1. The catalyst class is: 31. (3) Reactant: C(N(C(C)C)CC)(C)C.[CH2:10]([OH:15])[CH2:11][CH2:12][CH:13]=[CH2:14].Cl[C:17](Cl)([O:19]C(=O)OC(Cl)(Cl)Cl)Cl.[OH-].[Na+].[NH2:30][C@H:31]([C:36]([OH:38])=[O:37])[C:32]([CH3:35])([CH3:34])[CH3:33]. Product: [CH3:33][C:32]([CH3:35])([CH3:34])[C@H:31]([NH:30][C:17]([O:15][CH2:10][CH2:11][CH2:12][CH:13]=[CH2:14])=[O:19])[C:36]([OH:38])=[O:37]. The catalyst class is: 12. (4) Reactant: [CH3:1][O:2][C:3]1[CH:4]=[C:5]2[C:9](=[CH:10][CH:11]=1)[C:8](=O)[CH2:7][CH2:6]2.[NH:13]1[C:21]2[C:16](=[CH:17][CH:18]=[CH:19][CH:20]=2)[CH2:15][C:14]1=[O:22].N1CCCCC1.Cl. Product: [CH3:1][O:2][C:3]1[CH:4]=[C:5]2[C:9](=[CH:10][CH:11]=1)[C:8](=[C:15]1[C:16]3[C:21](=[CH:20][CH:19]=[CH:18][CH:17]=3)[NH:13][C:14]1=[O:22])[CH2:7][CH2:6]2. The catalyst class is: 9.